This data is from Forward reaction prediction with 1.9M reactions from USPTO patents (1976-2016). The task is: Predict the product of the given reaction. Given the reactants [Br:1][C:2]1[C:10]2[S:9][C:8]([NH:11][C:12](=[O:16])[NH:13][CH2:14][CH3:15])=[N:7][C:6]=2[CH:5]=[C:4]([C:17]2[CH:18]=[N:19][C:20]([N:23]3[CH2:28][CH2:27][C:26]([CH3:34])([C:29]([O:31]CC)=[O:30])[CH2:25][CH2:24]3)=[N:21][CH:22]=2)[C:3]=1[O:35][CH3:36].[OH-].[Na+], predict the reaction product. The product is: [Br:1][C:2]1[C:10]2[S:9][C:8]([NH:11][C:12](=[O:16])[NH:13][CH2:14][CH3:15])=[N:7][C:6]=2[CH:5]=[C:4]([C:17]2[CH:22]=[N:21][C:20]([N:23]3[CH2:28][CH2:27][C:26]([CH3:34])([C:29]([OH:31])=[O:30])[CH2:25][CH2:24]3)=[N:19][CH:18]=2)[C:3]=1[O:35][CH3:36].